This data is from Full USPTO retrosynthesis dataset with 1.9M reactions from patents (1976-2016). The task is: Predict the reactants needed to synthesize the given product. (1) Given the product [CH3:10][O:11][C:12]1[C:17]([O:18][CH3:19])=[CH:16][CH:15]=[CH:14][C:13]=1[O:20][CH:2]([CH2:6][CH2:7][CH2:8][CH3:9])[C:3]([OH:5])=[O:4].[CH3:10][O:11][C:12]1[C:17]([O:18][CH3:19])=[CH:16][CH:15]=[CH:14][C:13]=1[O:20][CH:2]([CH2:6][CH2:7][CH2:8][CH3:9])[C:3]([NH:21][C:22]1[S:23][CH:24]=[CH:25][N:26]=1)=[O:4], predict the reactants needed to synthesize it. The reactants are: Br[CH:2]([CH2:6][CH2:7][CH2:8][CH3:9])[C:3]([OH:5])=[O:4].[CH3:10][O:11][C:12]1[C:17]([O:18][CH3:19])=[CH:16][CH:15]=[CH:14][C:13]=1[OH:20].[NH2:21][C:22]1[S:23][CH:24]=[CH:25][N:26]=1. (2) Given the product [C:11]([O:10][C:8]([N:5]1[CH2:4][CH2:3][CH:2]([NH:1][C:23]([O:25][CH3:26])=[O:24])[CH2:7][CH2:6]1)=[O:9])([CH3:14])([CH3:13])[CH3:12], predict the reactants needed to synthesize it. The reactants are: [NH2:1][CH:2]1[CH2:7][CH2:6][N:5]([C:8]([O:10][C:11]([CH3:14])([CH3:13])[CH3:12])=[O:9])[CH2:4][CH2:3]1.CCN(CC)CC.Cl[C:23]([O:25][CH3:26])=[O:24].OS([O-])(=O)=O.[K+]. (3) Given the product [NH2:16][C:15]1[C:10]([C:9]#[C:8][C:4]2[CH:3]=[C:2]([NH:1][C:27](=[O:28])[CH2:26][C:23]3[CH:22]=[CH:21][C:20]([C:19]([F:30])([F:18])[F:31])=[CH:25][CH:24]=3)[CH:7]=[CH:6][CH:5]=2)=[C:11]([NH2:17])[N:12]=[CH:13][N:14]=1, predict the reactants needed to synthesize it. The reactants are: [NH2:1][C:2]1[CH:3]=[C:4]([C:8]#[C:9][C:10]2[C:11]([NH2:17])=[N:12][CH:13]=[N:14][C:15]=2[NH2:16])[CH:5]=[CH:6][CH:7]=1.[F:18][C:19]([F:31])([F:30])[C:20]1[CH:25]=[CH:24][C:23]([CH2:26][C:27](O)=[O:28])=[CH:22][CH:21]=1.